From a dataset of Catalyst prediction with 721,799 reactions and 888 catalyst types from USPTO. Predict which catalyst facilitates the given reaction. (1) Reactant: [Br:1][C:2]1[C:3]([CH2:9][O:10][Si:11]([C:14]([CH3:17])([CH3:16])[CH3:15])([CH3:13])[CH3:12])=[C:4]([CH:6]=[CH:7][CH:8]=1)[NH2:5].[NH2:18][C:19]1[CH:27]=[CH:26][C:25]([F:28])=[CH:24][C:20]=1[C:21](O)=[O:22].[CH:29](OC)(OC)OC. Product: [Br:1][C:2]1[C:3]([CH2:9][O:10][Si:11]([C:14]([CH3:17])([CH3:16])[CH3:15])([CH3:12])[CH3:13])=[C:4]([N:5]2[C:21](=[O:22])[C:20]3[C:19](=[CH:27][CH:26]=[C:25]([F:28])[CH:24]=3)[N:18]=[CH:29]2)[CH:6]=[CH:7][CH:8]=1. The catalyst class is: 1. (2) Reactant: Cl.[NH2:2][CH:3]1[CH2:8][CH2:7][CH2:6][N:5]([C:9]2[CH:10]=[C:11]([NH:18][C:19]3[CH:24]=[CH:23][C:22]([O:25][CH3:26])=[C:21]([O:27][CH3:28])[N:20]=3)[C:12]3[N:13]([N:15]=[CH:16][N:17]=3)[CH:14]=2)[CH2:4]1.[C:29]([O:33][C:34]([C:36]1[CH:44]=[CH:43][C:39]([C:40](O)=[O:41])=[CH:38][CH:37]=1)=[O:35])([CH3:32])([CH3:31])[CH3:30].CCN=C=NCCCN(C)C.CN1C=CN=C1. Product: [CH3:26][O:25][C:22]1[CH:23]=[CH:24][C:19]([NH:18][C:11]2[C:12]3[N:13]([N:15]=[CH:16][N:17]=3)[CH:14]=[C:9]([N:5]3[CH2:6][CH2:7][CH2:8][CH:3]([NH:2][C:40]([C:39]4[CH:43]=[CH:44][C:36]([C:34]([O:33][C:29]([CH3:30])([CH3:31])[CH3:32])=[O:35])=[CH:37][CH:38]=4)=[O:41])[CH2:4]3)[CH:10]=2)=[N:20][C:21]=1[O:27][CH3:28]. The catalyst class is: 2. (3) Reactant: [CH3:1][C:2]1([CH3:16])[CH2:10][C:9]2[NH:8][N:7]=[C:6]([C:11]([F:14])([F:13])[F:12])[C:5]=2[C:4](=[O:15])[CH2:3]1.[H-].[Na+].F[C:20]1[CH:21]=[C:22]([NH:28][CH:29]2[CH2:34][CH2:33][CH:32]([OH:35])[CH2:31][CH2:30]2)[C:23]([C:26]#[N:27])=[N:24][CH:25]=1.[NH4+].[Cl-]. Product: [CH3:1][C:2]1([CH3:16])[CH2:10][C:9]2[N:8]([C:20]3[CH:21]=[C:22]([NH:28][CH:29]4[CH2:34][CH2:33][CH:32]([OH:35])[CH2:31][CH2:30]4)[C:23]([C:26]#[N:27])=[N:24][CH:25]=3)[N:7]=[C:6]([C:11]([F:14])([F:13])[F:12])[C:5]=2[C:4](=[O:15])[CH2:3]1. The catalyst class is: 3. (4) Reactant: [Li]CCCC.N#N.[Br:8][C:9]1[CH:10]=[CH:11][C:12]([O:15][CH3:16])=[N:13][CH:14]=1.CN([CH:20]=[O:21])C. Product: [Br:8][C:9]1[C:10]([CH:20]=[O:21])=[CH:11][C:12]([O:15][CH3:16])=[N:13][CH:14]=1. The catalyst class is: 1. (5) Reactant: [CH3:1][O:2][C:3]1[CH:4]=[C:5]([CH:17]=[CH:18][CH:19]=1)[CH2:6][C:7]1[O:11][N:10]=[C:9]([C:12]([O:14]CC)=[O:13])[CH:8]=1.C(O)C.[OH-].[Na+]. Product: [CH3:1][O:2][C:3]1[CH:4]=[C:5]([CH:17]=[CH:18][CH:19]=1)[CH2:6][C:7]1[O:11][N:10]=[C:9]([C:12]([OH:14])=[O:13])[CH:8]=1. The catalyst class is: 6. (6) Reactant: [N+:1]([C:4]1[CH:9]=[CH:8][C:7]([CH2:10][CH:11]([OH:13])[CH3:12])=[CH:6][CH:5]=1)([O-])=O.[Cl-].[NH4+].C(O)C. Product: [NH2:1][C:4]1[CH:5]=[CH:6][C:7]([CH2:10][CH:11]([OH:13])[CH3:12])=[CH:8][CH:9]=1. The catalyst class is: 150. (7) Reactant: O[CH:2]([C:7]1[CH:12]=[CH:11][CH:10]=[CH:9][N:8]=1)[C:3](=[CH2:6])[C:4]#[N:5]. Product: [CH:2]1[C:3]([C:4]#[N:5])=[CH:6][N:8]2[C:7]=1[CH:12]=[CH:11][CH:10]=[CH:9]2. The catalyst class is: 152. (8) Reactant: [NH:1](C(OC(C)(C)C)=O)[C@H:2]([C:12]([NH:14][C@@H:15]([C:25]([OH:27])=[O:26])[CH2:16][S:17][CH2:18][C:19]1[CH:24]=[CH:23][CH:22]=[CH:21][CH:20]=1)=[O:13])[CH2:3][CH2:4][C:5](=[O:11])[O:6]C(C)(C)C. Product: [NH2:1][C@H:2]([C:12]([NH:14][C@@H:15]([C:25]([OH:27])=[O:26])[CH2:16][S:17][CH2:18][C:19]1[CH:20]=[CH:21][CH:22]=[CH:23][CH:24]=1)=[O:13])[CH2:3][CH2:4][C:5](=[O:6])[OH:11]. The catalyst class is: 67.